From a dataset of Reaction yield outcomes from USPTO patents with 853,638 reactions. Predict the reaction yield, written as a fraction of the theoretical maximum amount of product (1.0 means a 100% yield; for example, 0.34 means a 34% yield). (1) The reactants are [CH3:1][O:2][C:3]1[CH:4]=[C:5]([C:11](=NNS(C2C=CC(C)=CC=2)(=O)=O)[CH2:12][C:13]2[CH:18]=[CH:17][C:16]3[O:19][CH2:20][O:21][C:15]=3[CH:14]=2)[CH:6]=[C:7]([O:9][CH3:10])[CH:8]=1.CC(C)([O-])C.[K+].C1(C)C=CC=CC=1. The catalyst is O. The product is [CH3:10][O:9][C:7]1[CH:6]=[C:5](/[CH:11]=[CH:12]/[C:13]2[CH:18]=[CH:17][C:16]3[O:19][CH2:20][O:21][C:15]=3[CH:14]=2)[CH:4]=[C:3]([O:2][CH3:1])[CH:8]=1. The yield is 0.690. (2) The reactants are [F:1][C:2]1[CH:25]=[CH:24][C:5]([CH2:6][O:7][C:8]2[CH:9]=[C:10]3[C:14](=[CH:15][CH:16]=2)[C:13](=[O:17])[N:12]([C@@H:18]([CH3:22])[C:19]([NH2:21])=O)[C:11]3=[O:23])=[CH:4][CH:3]=1.COC1C=CC(P2(SP(C3C=CC(OC)=CC=3)(=S)S2)=[S:35])=CC=1. The catalyst is O1CCCC1. The product is [F:1][C:2]1[CH:25]=[CH:24][C:5]([CH2:6][O:7][C:8]2[CH:9]=[C:10]3[C:14](=[CH:15][CH:16]=2)[C:13](=[O:17])[N:12]([C@@H:18]([CH3:22])[C:19]([NH2:21])=[S:35])[C:11]3=[O:23])=[CH:4][CH:3]=1. The yield is 0.360. (3) The reactants are [O:1]([CH2:5][CH2:6][OH:7])[CH2:2][CH2:3][OH:4].C(N([CH2:13][CH3:14])CC)C.[S:15](Cl)([C:18]1[CH:24]=[CH:23][C:21]([CH3:22])=[CH:20][CH:19]=1)(=[O:17])=[O:16]. The catalyst is ClCCl. The product is [CH3:22][C:21]1[CH:23]=[CH:24][C:18]([S:15]([O:4][CH2:3][CH2:2][O:1][CH2:5][CH2:6][O:7][S:15]([C:18]2[CH:24]=[CH:23][C:13]([CH3:14])=[CH:20][CH:19]=2)(=[O:17])=[O:16])(=[O:17])=[O:16])=[CH:19][CH:20]=1. The yield is 0.790. (4) The reactants are [CH2:1]([O:3][C:4](=[O:19])[C@H:5]([N:7]1[C:12]2[CH:13]=[C:14]([Br:17])[CH:15]=[CH:16][C:11]=2[O:10][CH2:9][C:8]1=O)[CH3:6])[CH3:2].COC1C=CC(P2(SP(C3C=CC(OC)=CC=3)(=S)S2)=[S:29])=CC=1. The catalyst is C1(C)C=CC=CC=1. The product is [CH2:1]([O:3][C:4](=[O:19])[C@H:5]([N:7]1[C:12]2[CH:13]=[C:14]([Br:17])[CH:15]=[CH:16][C:11]=2[O:10][CH2:9][C:8]1=[S:29])[CH3:6])[CH3:2]. The yield is 0.870. (5) The product is [CH3:8][CH:6]1[NH:7][CH:2]([CH3:1])[CH2:3][N:4]([CH2:9][CH2:10][CH2:11][C:12]2[C:20]3[CH2:19][CH2:18][CH2:17][CH2:16][C:15]=3[NH:14][C:13]=2/[CH:21]=[C:31]2\[C:32](=[O:37])[NH:33][C:34]3[C:30]\2=[CH:29][C:28]([S:25]([CH2:23][CH3:24])(=[O:27])=[O:26])=[CH:36][CH:35]=3)[CH2:5]1. The reactants are [CH3:1][CH:2]1[NH:7][CH:6]([CH3:8])[CH2:5][N:4]([CH2:9][CH2:10][CH2:11][C:12]2[C:20]3[CH2:19][CH2:18][CH2:17][CH2:16][C:15]=3[NH:14][C:13]=2[CH:21]=O)[CH2:3]1.[CH2:23]([S:25]([C:28]1[CH:29]=[C:30]2[C:34](=[CH:35][CH:36]=1)[NH:33][C:32](=[O:37])[CH2:31]2)(=[O:27])=[O:26])[CH3:24]. No catalyst specified. The yield is 0.530. (6) The reactants are C(O[C:6]([N:8]1[CH2:13][CH2:12][N:11]([C:14]2[C:19]([N+:20]([O-:22])=[O:21])=[CH:18][CH:17]=[CH:16][C:15]=2[Cl:23])[CH2:10][CH2:9]1)=O)(C)(C)C.FC(F)(F)C(O)=O.[C:31]([O:35][C:36]([N:38]1[CH2:43][CH2:42][C:41]2[N:44]([CH2:57][CH2:58]C=O)[N:45]=[C:46]([C:47]3[CH:52]=[CH:51][C:50]([C:53]([F:56])([F:55])[F:54])=[CH:49][CH:48]=3)[C:40]=2[CH2:39]1)=[O:37])([CH3:34])([CH3:33])[CH3:32].C(O)(=O)C.[BH-](OC(C)=O)(OC(C)=O)OC(C)=O.[Na+].C([O-])(O)=O.[Na+]. The catalyst is C(Cl)Cl. The product is [C:31]([O:35][C:36]([N:38]1[CH2:43][CH2:42][C:41]2[N:44]([CH2:57][CH2:58][CH2:6][N:8]3[CH2:9][CH2:10][N:11]([C:14]4[C:19]([N+:20]([O-:22])=[O:21])=[CH:18][CH:17]=[CH:16][C:15]=4[Cl:23])[CH2:12][CH2:13]3)[N:45]=[C:46]([C:47]3[CH:48]=[CH:49][C:50]([C:53]([F:55])([F:56])[F:54])=[CH:51][CH:52]=3)[C:40]=2[CH2:39]1)=[O:37])([CH3:34])([CH3:32])[CH3:33]. The yield is 0.920. (7) The reactants are [N+:1]([C:4]1[CH:9]=[CH:8][C:7]([NH2:10])=[C:6]([NH2:11])[CH:5]=1)([O-:3])=[O:2].[CH3:12][O:13][C:14]1[CH:22]=[CH:21][CH:20]=[CH:19][C:15]=1[C:16](O)=O.[K+].[Br-]. The catalyst is C1(C)C=CC=CC=1.C(OCC)(=O)C. The product is [CH3:12][O:13][C:14]1[CH:22]=[CH:21][CH:20]=[CH:19][C:15]=1[C:16]1[NH:11][C:6]2[CH:5]=[C:4]([N+:1]([O-:3])=[O:2])[CH:9]=[CH:8][C:7]=2[N:10]=1. The yield is 0.760.